Dataset: Catalyst prediction with 721,799 reactions and 888 catalyst types from USPTO. Task: Predict which catalyst facilitates the given reaction. Reactant: [CH3:1][O:2][C:3]1[CH:4]=[C:5]2[C:10](=[CH:11][C:12]=1[O:13][CH3:14])[N:9]=[CH:8][CH:7]=[C:6]2[O:15][C:16]1[C:17]([OH:22])=[N:18][CH:19]=[CH:20][CH:21]=1.C(=O)([O-])[O-].[K+].[K+].[CH:29]1(Br)[CH2:33][CH2:32][CH2:31][CH2:30]1.O. Product: [CH:29]1([O:22][C:17]2[C:16]([O:15][C:6]3[C:5]4[C:10](=[CH:11][C:12]([O:13][CH3:14])=[C:3]([O:2][CH3:1])[CH:4]=4)[N:9]=[CH:8][CH:7]=3)=[CH:21][CH:20]=[CH:19][N:18]=2)[CH2:33][CH2:32][CH2:31][CH2:30]1. The catalyst class is: 22.